Regression. Given a peptide amino acid sequence and an MHC pseudo amino acid sequence, predict their binding affinity value. This is MHC class II binding data. From a dataset of Peptide-MHC class II binding affinity with 134,281 pairs from IEDB. (1) The peptide sequence is ENVKMEDVGYPIIID. The MHC is DRB4_0101 with pseudo-sequence DRB4_0103. The binding affinity (normalized) is 0.565. (2) The peptide sequence is AIFVHGPTTVESHGN. The MHC is DRB1_0301 with pseudo-sequence DRB1_0301. The binding affinity (normalized) is 0.